From a dataset of Forward reaction prediction with 1.9M reactions from USPTO patents (1976-2016). Predict the product of the given reaction. (1) The product is: [C:1]([CH2:3][C:4]1([N:19]2[CH:23]=[C:22]([C:24]3[C:25]4[CH:32]=[CH:31][N:30]([CH2:33][O:34][CH2:35][CH2:36][Si:37]([CH3:38])([CH3:40])[CH3:39])[C:26]=4[N:27]=[CH:28][N:29]=3)[CH:21]=[N:20]2)[CH2:5][N:6]([C:8]2[CH:17]=[CH:16][C:11]([C:12]([OH:14])=[O:13])=[C:10]([F:18])[CH:9]=2)[CH2:7]1)#[N:2]. Given the reactants [C:1]([CH2:3][C:4]1([N:19]2[CH:23]=[C:22]([C:24]3[C:25]4[CH:32]=[CH:31][N:30]([CH2:33][O:34][CH2:35][CH2:36][Si:37]([CH3:40])([CH3:39])[CH3:38])[C:26]=4[N:27]=[CH:28][N:29]=3)[CH:21]=[N:20]2)[CH2:7][N:6]([C:8]2[CH:17]=[CH:16][C:11]([C:12]([O:14]C)=[O:13])=[C:10]([F:18])[CH:9]=2)[CH2:5]1)#[N:2].[OH-].[Li+].Cl, predict the reaction product. (2) Given the reactants [CH:1]1([C:4]2[N:9]3[N:10]=[CH:11][C:12]([C:13]#[CH:14])=[C:8]3[N:7]=[C:6]([C:15]3[CH:20]=[CH:19][C:18]([C:21]([F:24])([F:23])[F:22])=[CH:17][CH:16]=3)[CH:5]=2)[CH2:3][CH2:2]1.[NH2:25][C:26]1[CH:31]=[CH:30][C:29](Br)=[CH:28][N:27]=1, predict the reaction product. The product is: [CH:1]1([C:4]2[N:9]3[N:10]=[CH:11][C:12]([C:13]#[C:14][C:29]4[CH:30]=[CH:31][C:26]([NH2:25])=[N:27][CH:28]=4)=[C:8]3[N:7]=[C:6]([C:15]3[CH:16]=[CH:17][C:18]([C:21]([F:22])([F:23])[F:24])=[CH:19][CH:20]=3)[CH:5]=2)[CH2:3][CH2:2]1. (3) Given the reactants [CH:1]12[CH2:8][CH:5]([CH2:6][CH2:7]1)[CH2:4][C:3](=O)[CH2:2]2.[NH:10]1[CH2:15][CH2:14][C:13]2([O:20][C:19](=[O:21])[NH:18][C:17]3[CH:22]=[CH:23][CH:24]=[CH:25][C:16]2=3)[CH2:12][CH2:11]1.[BH4-].[Na+].[OH-].[Na+], predict the reaction product. The product is: [CH:1]12[CH2:8][CH:5]([CH2:6][CH2:7]1)[CH2:4][CH:3]([N:10]1[CH2:11][CH2:12][C:13]3([O:20][C:19](=[O:21])[NH:18][C:17]4[CH:22]=[CH:23][CH:24]=[CH:25][C:16]3=4)[CH2:14][CH2:15]1)[CH2:2]2. (4) Given the reactants [CH2:1]([O:8][C@@H:9]1[C@@H:14]([O:15][CH2:16][C:17]2[CH:22]=[CH:21][CH:20]=[CH:19][CH:18]=2)[C@@H:13]([O:23][CH2:24][C:25]2[CH:30]=[CH:29][CH:28]=[CH:27][CH:26]=2)[C@@H:12]([CH2:31][O:32][CH2:33][C:34]2[CH:39]=[CH:38][CH:37]=[CH:36][CH:35]=2)[O:11][C@:10]21[C:47]1[C:42](=[CH:43][C:44]([CH3:50])=[C:45]([CH2:48]O)[CH:46]=1)[CH2:41][O:40]2)[C:2]1[CH:7]=[CH:6][CH:5]=[CH:4][CH:3]=1.S(Cl)([Cl:53])=O.C(=O)([O-])O.[Na+], predict the reaction product. The product is: [CH2:1]([O:8][C@@H:9]1[C@@H:14]([O:15][CH2:16][C:17]2[CH:22]=[CH:21][CH:20]=[CH:19][CH:18]=2)[C@@H:13]([O:23][CH2:24][C:25]2[CH:30]=[CH:29][CH:28]=[CH:27][CH:26]=2)[C@@H:12]([CH2:31][O:32][CH2:33][C:34]2[CH:39]=[CH:38][CH:37]=[CH:36][CH:35]=2)[O:11][C@:10]21[C:47]1[C:42](=[CH:43][C:44]([CH3:50])=[C:45]([CH2:48][Cl:53])[CH:46]=1)[CH2:41][O:40]2)[C:2]1[CH:7]=[CH:6][CH:5]=[CH:4][CH:3]=1. (5) Given the reactants [F:1][C:2]1[CH:7]=[CH:6][C:5]([C:8]2[C:12]([CH2:13][O:14][C:15]3[CH:16]=[C:17]([C:21]([OH:23])=O)[N:18]([CH3:20])[N:19]=3)=[C:11]([CH3:24])[O:10][N:9]=2)=[CH:4][CH:3]=1.[C:25]([NH:28][CH2:29][CH2:30][NH2:31])(=[O:27])[CH3:26], predict the reaction product. The product is: [C:25]([NH:28][CH2:29][CH2:30][NH:31][C:21]([C:17]1[N:18]([CH3:20])[N:19]=[C:15]([O:14][CH2:13][C:12]2[C:8]([C:5]3[CH:4]=[CH:3][C:2]([F:1])=[CH:7][CH:6]=3)=[N:9][O:10][C:11]=2[CH3:24])[CH:16]=1)=[O:23])(=[O:27])[CH3:26].